Dataset: Forward reaction prediction with 1.9M reactions from USPTO patents (1976-2016). Task: Predict the product of the given reaction. (1) Given the reactants [OH-].[Na+].[CH3:3][C:4]1[CH:9]=[CH:8][N:7]=[C:6]([CH2:10][O:11]C(=O)C)[CH:5]=1, predict the reaction product. The product is: [CH3:3][C:4]1[CH:9]=[CH:8][N:7]=[C:6]([CH2:10][OH:11])[CH:5]=1. (2) Given the reactants [NH2:1][C:2]1[N:7]=[C:6]([CH2:8][O:9][CH2:10][C@H:11]([C:20]([O:22]C)=[O:21])[NH:12]C(OC(C)(C)C)=O)[CH:5]=[C:4]([CH3:24])[CH:3]=1.Cl, predict the reaction product. The product is: [NH2:1][C:2]1[N:7]=[C:6]([CH2:8][O:9][CH2:10][C@H:11]([C:20]([OH:22])=[O:21])[NH2:12])[CH:5]=[C:4]([CH3:24])[CH:3]=1.